Dataset: Forward reaction prediction with 1.9M reactions from USPTO patents (1976-2016). Task: Predict the product of the given reaction. Given the reactants Br[C:2]1[CH:11]=[C:10]2[C:5]([CH2:6][CH:7]([CH3:26])[N:8]([C:12]3[CH:17]=[C:16]([N:18]4[CH2:23][CH2:22][N:21]([CH3:24])[CH2:20][CH2:19]4)[N:15]=[C:14]([NH2:25])[N:13]=3)[CH2:9]2)=[CH:4][CH:3]=1.[F:27][CH2:28][CH2:29][N:30]1[CH:34]=[C:33](B2OC(C)(C)C(C)(C)O2)[CH:32]=[N:31]1.C(=O)(O)[O-].[Na+].O1CCOCC1, predict the reaction product. The product is: [F:27][CH2:28][CH2:29][N:30]1[CH:34]=[C:33]([C:2]2[CH:11]=[C:10]3[C:5]([CH2:6][CH:7]([CH3:26])[N:8]([C:12]4[CH:17]=[C:16]([N:18]5[CH2:23][CH2:22][N:21]([CH3:24])[CH2:20][CH2:19]5)[N:15]=[C:14]([NH2:25])[N:13]=4)[CH2:9]3)=[CH:4][CH:3]=2)[CH:32]=[N:31]1.